This data is from Forward reaction prediction with 1.9M reactions from USPTO patents (1976-2016). The task is: Predict the product of the given reaction. (1) Given the reactants C(OC(=O)[NH:10][C:11]1[CH:16]=[N:15][C:14]([N:17]([CH2:19][CH2:20][O:21][CH3:22])[CH3:18])=[CH:13][N:12]=1)C1C=CC=CC=1, predict the reaction product. The product is: [CH3:22][O:21][CH2:20][CH2:19][N:17]([CH3:18])[C:14]1[CH:13]=[N:12][C:11]([NH2:10])=[CH:16][N:15]=1. (2) Given the reactants C[N:2]=[C:3]=[O:4].[NH2:5][C:6]1[CH:11]=[CH:10][C:9]([C:12]2[CH:19]=[C:18](Cl)[C:15]([C:16]#[N:17])=[C:14]([C:21]3[CH:26]=[CH:25][C:24]([O:27][C:28]4[CH:33]=[CH:32][CH:31]=[CH:30][CH:29]=4)=[CH:23][CH:22]=3)[N:13]=2)=[CH:8][CH:7]=1.[NH2:34][NH2:35].C[N:37](C)C(=O)C, predict the reaction product. The product is: [NH2:17][C:16]1[C:15]2[C:14]([C:21]3[CH:26]=[CH:25][C:24]([O:27][C:28]4[CH:33]=[CH:32][CH:31]=[CH:30][CH:29]=4)=[CH:23][CH:22]=3)=[N:13][C:12]([C:9]3[CH:10]=[CH:11][C:6]([NH:5][C:3]([NH:2][NH2:37])=[O:4])=[CH:7][CH:8]=3)=[CH:19][C:18]=2[NH:35][N:34]=1. (3) Given the reactants [CH3:1][O:2][C:3](=[O:12])[C:4]1[CH:9]=[C:8]([Cl:10])[CH:7]=[CH:6][C:5]=1[OH:11].C([O-])([O-])=O.[Cs+].[Cs+].Br[CH2:20][CH2:21][CH2:22][OH:23], predict the reaction product. The product is: [CH3:1][O:2][C:3](=[O:12])[C:4]1[CH:9]=[C:8]([Cl:10])[CH:7]=[CH:6][C:5]=1[O:11][CH2:20][CH2:21][CH2:22][OH:23]. (4) Given the reactants C([Li])CCC.[Cl:6][C:7]1[CH:12]=[CH:11][N:10]=[C:9]([NH2:13])[CH:8]=1.[CH:14]1([C:17]2[CH:18]=[N:19][CH:20]=[C:21]([CH:24]=2)[C:22]#[N:23])[CH2:16][CH2:15]1, predict the reaction product. The product is: [Cl:6][C:7]1[CH:12]=[CH:11][N:10]=[C:9]([NH:13][C:22](=[NH:23])[C:21]2[CH:24]=[C:17]([CH:14]3[CH2:16][CH2:15]3)[CH:18]=[N:19][CH:20]=2)[CH:8]=1.